This data is from CYP2C9 inhibition data for predicting drug metabolism from PubChem BioAssay. The task is: Regression/Classification. Given a drug SMILES string, predict its absorption, distribution, metabolism, or excretion properties. Task type varies by dataset: regression for continuous measurements (e.g., permeability, clearance, half-life) or binary classification for categorical outcomes (e.g., BBB penetration, CYP inhibition). Dataset: cyp2c9_veith. (1) The compound is OC[C@@H]1O[C@H](n2cnc3c(/C=C(\O)c4ccccc4)ncnc32)[C@H](O)[C@@H]1O. The result is 0 (non-inhibitor). (2) The compound is CCNc1ncc2nc(-c3cn(C)c4ccccc34)c(=O)n(CCC#N)c2n1. The result is 0 (non-inhibitor).